From a dataset of CYP1A2 inhibition data for predicting drug metabolism from PubChem BioAssay. Regression/Classification. Given a drug SMILES string, predict its absorption, distribution, metabolism, or excretion properties. Task type varies by dataset: regression for continuous measurements (e.g., permeability, clearance, half-life) or binary classification for categorical outcomes (e.g., BBB penetration, CYP inhibition). Dataset: cyp1a2_veith. (1) The compound is Cc1noc(C)c1COc1ccc(C(=O)NCC2CCCO2)cc1. The result is 0 (non-inhibitor). (2) The drug is CCCNC(=O)OC[C@@H]1O[C@H](CCO/N=C(\C)CCC(=O)OC[C@@H]2O[C@H](c3ccccc3)C=C[C@@H]2Oc2ccc(OC)cc2)C=C[C@@H]1Oc1ccc(OC)cc1. The result is 0 (non-inhibitor). (3) The molecule is COc1cccc(C(=O)N/N=C/c2cn[nH]c2-c2ccc(OC)cc2OC)c1. The result is 1 (inhibitor). (4) The drug is N=C(N)SCCN. The result is 0 (non-inhibitor). (5) The result is 0 (non-inhibitor). The drug is CN(C)c1nc(NCc2ccccc2)nc(N/N=C/c2ccc(Cl)cc2Cl)n1. (6) The compound is O=c1c2ccccc2nc2n1CC/C2=C\c1ccccc1[N+](=O)[O-]. The result is 1 (inhibitor). (7) The compound is CC(Oc1ccccc1)c1ccnn1S(=O)(=O)c1ccccc1. The result is 1 (inhibitor). (8) The drug is COc1ccccc1CNc1cc(-c2cccnc2)ncn1. The result is 1 (inhibitor). (9) The drug is COc1cccc(N2CCN(C(=S)Nc3cccc(C)c3)CC2)c1. The result is 0 (non-inhibitor). (10) The molecule is Cc1c(C(=O)Nc2nccs2)sc2nc(-c3cccs3)cc(C(F)(F)F)c12. The result is 1 (inhibitor).